This data is from Reaction yield outcomes from USPTO patents with 853,638 reactions. The task is: Predict the reaction yield, written as a fraction of the theoretical maximum amount of product (1.0 means a 100% yield; for example, 0.34 means a 34% yield). (1) The reactants are [CH3:1][C:2](=[CH2:22])[CH2:3][N:4]([CH2:17][C:18]([F:21])([F:20])[F:19])[C:5]1[CH:12]=[CH:11][C:8]([C:9]#[N:10])=[C:7]([C:13]([F:16])([F:15])[F:14])[CH:6]=1. The catalyst is CCOC(C)=O.[Pd]. The product is [CH2:3]([N:4]([CH2:17][C:18]([F:19])([F:20])[F:21])[C:5]1[CH:12]=[CH:11][C:8]([C:9]#[N:10])=[C:7]([C:13]([F:14])([F:16])[F:15])[CH:6]=1)[CH:2]([CH3:22])[CH3:1]. The yield is 0.400. (2) The reactants are CCN(C(C)C)C(C)C.Cl.[CH2:11]([C:18]([OH:20])=O)[CH2:12][C:13]1[N:17]=[CH:16][NH:15][CH:14]=1.CN(C(ON1N=NC2C=CC=CC1=2)=[N+](C)C)C.[B-](F)(F)(F)F.[NH2:43][C@H:44]([CH2:49][C:50]1[CH:55]=[CH:54][C:53]([O:56][CH3:57])=[CH:52][CH:51]=1)[C:45]([O:47][CH3:48])=[O:46].[OH-].[Na+]. The catalyst is CN(C=O)C. The product is [NH:15]1[CH:14]=[C:13]([CH2:12][CH2:11][C:18]([NH:43][C@H:44]([CH2:49][C:50]2[CH:51]=[CH:52][C:53]([O:56][CH3:57])=[CH:54][CH:55]=2)[C:45]([O:47][CH3:48])=[O:46])=[O:20])[N:17]=[CH:16]1. The yield is 0.490. (3) The reactants are [CH3:1][O:2][C:3]1[C:4]([CH3:16])=[C:5]([CH:10]=[CH:11][C:12]=1[N+:13]([O-:15])=[O:14])[C:6]([O:8][CH3:9])=[O:7].C1C(=O)N([Br:24])C(=O)C1.N#N. The catalyst is CC#N.CC(N=NC(C#N)(C)C)(C#N)C. The product is [Br:24][CH2:16][C:4]1[C:3]([O:2][CH3:1])=[C:12]([N+:13]([O-:15])=[O:14])[CH:11]=[CH:10][C:5]=1[C:6]([O:8][CH3:9])=[O:7]. The yield is 0.840. (4) The reactants are [CH2:1]([O:3][C:4](=[O:29])[CH2:5][N:6]1[C:14]2[C:9](=[CH:10][C:11]([Cl:15])=[CH:12][CH:13]=2)[C:8]([C:18]2[C:19](O)=[CH:20][C:21]3[O:25][CH2:24][CH2:23][C:22]=3[CH:26]=2)([CH2:16][OH:17])[C:7]1=[O:28])[CH3:2].ClC1C=CC(Cl)=C2C=1C(C1C(O)=CC3OCOC=3C=1)(CO)C(=O)N2CCCCC. No catalyst specified. The product is [CH2:1]([O:3][C:4](=[O:29])[CH2:5][N:6]1[C:14]2[C:9](=[CH:10][C:11]([Cl:15])=[CH:12][CH:13]=2)[C:8]2([CH2:16][O:17][C:19]3[CH:20]=[C:21]4[C:22](=[CH:26][C:18]2=3)[CH2:23][CH2:24][O:25]4)[C:7]1=[O:28])[CH3:2]. The yield is 0.900. (5) The reactants are P(Cl)(Cl)(Cl)=O.[CH3:6][N:7]1[C:15]2[C:10](=[CH:11][CH:12]=[CH:13][CH:14]=2)[C:9]([CH3:16])=[CH:8]1.[OH-].[Na+].CN([CH:22]=[O:23])C. The catalyst is O. The product is [CH3:6][N:7]1[C:15]2[C:10](=[CH:11][CH:12]=[CH:13][CH:14]=2)[C:9]([CH3:16])=[C:8]1[CH:22]=[O:23]. The yield is 0.910. (6) The product is [NH:31]1[CH2:32][CH2:33][CH2:34][CH:29]([CH2:28][CH2:27][C:26]([NH:25][C:21]2[CH:20]=[C:19]([C:9]3[C:10]4[C:15](=[CH:14][CH:13]=[C:12]([C:16]([NH2:18])=[O:17])[CH:11]=4)[NH:7][N:8]=3)[CH:24]=[CH:23][CH:22]=2)=[O:35])[CH2:30]1. The reactants are O1CCCCC1[N:7]1[C:15]2[C:10](=[CH:11][C:12]([C:16]([NH2:18])=[O:17])=[CH:13][CH:14]=2)[C:9]([C:19]2[CH:24]=[CH:23][CH:22]=[C:21]([NH:25][C:26](=[O:35])[CH2:27][CH2:28][CH:29]3[CH2:34][CH2:33][CH2:32][NH:31][CH2:30]3)[CH:20]=2)=[N:8]1. The catalyst is C1(C)C=CC=CC=1. The yield is 0.0700.